Dataset: Reaction yield outcomes from USPTO patents with 853,638 reactions. Task: Predict the reaction yield, written as a fraction of the theoretical maximum amount of product (1.0 means a 100% yield; for example, 0.34 means a 34% yield). The reactants are [C:1]([O:5][C:6](=[O:13])[NH:7][CH:8]1[CH2:11][C:10](=[O:12])[CH2:9]1)([CH3:4])([CH3:3])[CH3:2].[Li].CCOC(C)=O. The catalyst is C1COCC1. The product is [OH:12][C@@H:10]1[CH2:9][C@H:8]([NH:7][C:6](=[O:13])[O:5][C:1]([CH3:3])([CH3:2])[CH3:4])[CH2:11]1. The yield is 0.610.